This data is from Forward reaction prediction with 1.9M reactions from USPTO patents (1976-2016). The task is: Predict the product of the given reaction. (1) The product is: [CH:1]([N:14]1[CH2:17][C:16]([OH:18])([C:24]#[N:25])[CH2:15]1)([C:8]1[CH:13]=[CH:12][CH:11]=[CH:10][CH:9]=1)[C:2]1[CH:3]=[CH:4][CH:5]=[CH:6][CH:7]=1. Given the reactants [CH:1]([N:14]1[CH2:17][C:16](=[O:18])[CH2:15]1)([C:8]1[CH:13]=[CH:12][CH:11]=[CH:10][CH:9]=1)[C:2]1[CH:7]=[CH:6][CH:5]=[CH:4][CH:3]=1.C([O-])(O)=O.[Na+].[C-:24]#[N:25].[K+], predict the reaction product. (2) Given the reactants [C:9](O[C:9]([O:11][C:12]([CH3:15])([CH3:14])[CH3:13])=[O:10])([O:11][C:12]([CH3:15])([CH3:14])[CH3:13])=[O:10].Cl.[NH:17]1[CH2:20][C:19]([CH2:23][OH:24])([CH2:21][OH:22])[CH2:18]1, predict the reaction product. The product is: [OH:22][CH2:21][C:19]1([CH2:23][OH:24])[CH2:20][N:17]([C:9]([O:11][C:12]([CH3:13])([CH3:14])[CH3:15])=[O:10])[CH2:18]1. (3) Given the reactants [NH2:1][C:2]1[CH:18]=[CH:17][C:16]([Br:19])=[CH:15][C:3]=1[O:4][CH2:5][C:6]([C:8]1[CH:13]=[CH:12][CH:11]=[CH:10][C:9]=1[Cl:14])=O.C(O[BH-](OC(=O)C)OC(=O)C)(=O)C.[Na+].C(O)(C(F)(F)F)=O, predict the reaction product. The product is: [Br:19][C:16]1[CH:17]=[CH:18][C:2]2[NH:1][CH:6]([C:8]3[CH:13]=[CH:12][CH:11]=[CH:10][C:9]=3[Cl:14])[CH2:5][O:4][C:3]=2[CH:15]=1. (4) Given the reactants [OH:1][CH:2]1[CH:19]([CH2:20][CH2:21][CH:22]([O:28]C2CCCCO2)[CH2:23][CH2:24][CH2:25][CH2:26][CH3:27])[CH:5]2[CH2:6][C:7]3[C:12]([CH2:13][CH:4]2[CH2:3]1)=[C:11]([O:14][CH2:15][C:16](O)=[O:17])[CH:10]=[CH:9][CH:8]=3.[CH3:35][CH:36]([CH3:40])[CH:37]([OH:39])[CH3:38].C(Cl)CCl, predict the reaction product. The product is: [CH3:38][CH:37]([O:39][C:16](=[O:17])[CH2:15][O:14][C:11]1[CH:10]=[CH:9][CH:8]=[C:7]2[C:12]=1[CH2:13][CH:4]1[CH2:3][CH:2]([OH:1])[CH:19]([CH2:20][CH2:21][CH:22]([OH:28])[CH2:23][CH2:24][CH2:25][CH2:26][CH3:27])[CH:5]1[CH2:6]2)[CH:36]([CH3:40])[CH3:35]. (5) Given the reactants [OH:1][C:2]1[CH:11]=[C:10]2[C:5]([CH2:6][CH2:7][N:8]([C:22]([O:24][C:25]([CH3:28])([CH3:27])[CH3:26])=[O:23])[CH:9]2[C:12]2([C:16]3[CH:21]=[CH:20][CH:19]=[CH:18][N:17]=3)[CH2:15][CH2:14][CH2:13]2)=[CH:4][CH:3]=1.[F:29][C:30]([F:49])([F:48])[S:31](N(C1C=CC=CC=1)[S:31]([C:30]([F:49])([F:48])[F:29])(=[O:33])=[O:32])(=[O:33])=[O:32].C(N(CC)CC)C, predict the reaction product. The product is: [N:17]1[CH:18]=[CH:19][CH:20]=[CH:21][C:16]=1[C:12]1([CH:9]2[C:10]3[C:5](=[CH:4][CH:3]=[C:2]([O:1][S:31]([C:30]([F:49])([F:48])[F:29])(=[O:33])=[O:32])[CH:11]=3)[CH2:6][CH2:7][N:8]2[C:22]([O:24][C:25]([CH3:28])([CH3:27])[CH3:26])=[O:23])[CH2:15][CH2:14][CH2:13]1. (6) Given the reactants C1N([C@@H]2O[C@H](CO)[C@H](O)[C@H](O)[C@H]2O)N=NC=1COCC(N)(COCC1N=NN([C@@H]2O[C@H](CO)[C@H](O)[C@H](O)[C@H]2O)C=1)CO.[F:43][C:44]([F:141])([F:140])[C:45]([F:139])([F:138])[C:46]([F:137])([F:136])[C:47]([F:135])([F:134])[C:48]([F:133])([F:132])[C:49]([F:131])([F:130])[C:50]([F:129])([F:128])[C:51]([F:127])([F:126])[CH2:52][CH2:53][CH2:54][CH2:55][O:56][C:57]1[CH:58]=[C:59]([CH:63]=[C:64]([O:96][CH2:97][CH2:98][CH2:99][CH2:100][C:101]([F:125])([F:124])[C:102]([F:123])([F:122])[C:103]([F:121])([F:120])[C:104]([F:119])([F:118])[C:105]([F:117])([F:116])[C:106]([F:115])([F:114])[C:107]([F:113])([F:112])[C:108]([F:111])([F:110])[F:109])[C:65]=1[O:66][CH2:67][CH2:68][CH2:69][CH2:70][C:71]([F:95])([F:94])[C:72]([F:93])([F:92])[C:73]([F:91])([F:90])[C:74]([F:89])([F:88])[C:75]([F:87])([F:86])[C:76]([F:85])([F:84])[C:77]([F:83])([F:82])[C:78]([F:81])([F:80])[F:79])[C:60]([OH:62])=[O:61].[CH:142]1[C:154]2[N:153]([CH2:155][CH2:156][O:157][CH2:158][CH2:159]O)[C:152]3[C:147](=[CH:148][CH:149]=[CH:150][CH:151]=3)[C:146]=2[CH:145]=[CH:144][CH:143]=1, predict the reaction product. The product is: [CH:151]1[C:152]2[N:153]([CH2:155][CH2:156][O:157][CH2:158][CH2:159][O:61][C:60](=[O:62])[C:59]3[CH:58]=[C:57]([O:56][CH2:55][CH2:54][CH2:53][CH2:52][C:51]([F:126])([F:127])[C:50]([F:128])([F:129])[C:49]([F:130])([F:131])[C:48]([F:132])([F:133])[C:47]([F:134])([F:135])[C:46]([F:136])([F:137])[C:45]([F:138])([F:139])[C:44]([F:140])([F:141])[F:43])[C:65]([O:66][CH2:67][CH2:68][CH2:69][CH2:70][C:71]([F:94])([F:95])[C:72]([F:93])([F:92])[C:73]([F:91])([F:90])[C:74]([F:89])([F:88])[C:75]([F:87])([F:86])[C:76]([F:85])([F:84])[C:77]([F:83])([F:82])[C:78]([F:81])([F:80])[F:79])=[C:64]([O:96][CH2:97][CH2:98][CH2:99][CH2:100][C:101]([F:124])([F:125])[C:102]([F:122])([F:123])[C:103]([F:120])([F:121])[C:104]([F:118])([F:119])[C:105]([F:117])([F:116])[C:106]([F:115])([F:114])[C:107]([F:113])([F:112])[C:108]([F:111])([F:110])[F:109])[CH:63]=3)[C:154]3[C:146](=[CH:145][CH:144]=[CH:143][CH:142]=3)[C:147]=2[CH:148]=[CH:149][CH:150]=1.